From a dataset of Full USPTO retrosynthesis dataset with 1.9M reactions from patents (1976-2016). Predict the reactants needed to synthesize the given product. The reactants are: [CH:1]([C:3]1[C:4]([O:14][CH2:15][C:16]2[CH:39]=[CH:38][C:19]([O:20][CH2:21][C:22]3[N:23]=[C:24]([C:28]4[S:32][C:31]([C:33]([O:35][CH2:36][CH3:37])=[O:34])=[CH:30][CH:29]=4)[O:25][C:26]=3[CH3:27])=[C:18]([O:40][CH3:41])[CH:17]=2)=[N:5][N:6]([C:8]2[CH:13]=[CH:12][CH:11]=[CH:10][CH:9]=2)[CH:7]=1)=O.[CH2:42]([P:51](=[O:58])([O:55][CH2:56][CH3:57])[O:52][CH2:53][CH3:54])P(=O)(OCC)OCC.CN(C)C=O.[H-].[Na+]. Given the product [CH2:56]([O:55][P:51](/[CH:42]=[CH:1]/[C:3]1[C:4]([O:14][CH2:15][C:16]2[CH:39]=[CH:38][C:19]([O:20][CH2:21][C:22]3[N:23]=[C:24]([C:28]4[S:32][C:31]([C:33]([O:35][CH2:36][CH3:37])=[O:34])=[CH:30][CH:29]=4)[O:25][C:26]=3[CH3:27])=[C:18]([O:40][CH3:41])[CH:17]=2)=[N:5][N:6]([C:8]2[CH:9]=[CH:10][CH:11]=[CH:12][CH:13]=2)[CH:7]=1)([O:52][CH2:53][CH3:54])=[O:58])[CH3:57], predict the reactants needed to synthesize it.